Task: Predict the reactants needed to synthesize the given product.. Dataset: Full USPTO retrosynthesis dataset with 1.9M reactions from patents (1976-2016) (1) Given the product [NH2:8][C@@H:12]([CH2:13][CH2:14][S:15]([C:18]1[CH:19]=[CH:20][C:21]([F:24])=[CH:22][CH:23]=1)(=[O:17])=[O:16])[CH2:11][OH:10], predict the reactants needed to synthesize it. The reactants are: C(OC([N:8]1[C@@H:12]([CH2:13][CH2:14][S:15]([C:18]2[CH:23]=[CH:22][C:21]([F:24])=[CH:20][CH:19]=2)(=[O:17])=[O:16])[CH2:11][O:10]C1(C)C)=O)(C)(C)C.Cl. (2) Given the product [Si:27]([O:28][CH:29]([C:34]1[N:38]=[CH:37][N:36]([C:2]2[CH:10]=[C:9]3[C:5]([C:6]([CH3:22])([CH3:21])[C:7](=[O:20])[N:8]3[CH2:11][C:12]3[CH:17]=[CH:16][C:15]([O:18][CH3:19])=[CH:14][CH:13]=3)=[CH:4][CH:3]=2)[CH:35]=1)[C:30]([F:32])([F:31])[F:33])([C:23]([CH3:26])([CH3:24])[CH3:25])([CH3:39])[CH3:40], predict the reactants needed to synthesize it. The reactants are: Br[C:2]1[CH:10]=[C:9]2[C:5]([C:6]([CH3:22])([CH3:21])[C:7](=[O:20])[N:8]2[CH2:11][C:12]2[CH:17]=[CH:16][C:15]([O:18][CH3:19])=[CH:14][CH:13]=2)=[CH:4][CH:3]=1.[C:23]([Si:27]([CH3:40])([CH3:39])[O:28][CH:29]([C:34]1[NH:38][CH:37]=[N:36][CH:35]=1)[C:30]([F:33])([F:32])[F:31])([CH3:26])([CH3:25])[CH3:24]. (3) The reactants are: [CH3:1][C:2]1[C:11]([C:12]2[CH:17]=[CH:16][CH:15]=[CH:14][CH:13]=2)=[N:10][C:9]2[C:4](=[CH:5][CH:6]=[CH:7][CH:8]=2)[N:3]=1.C1C(=O)N([Br:25])C(=O)C1.C(OOC(=O)C1C=CC=CC=1)(=O)C1C=CC=CC=1. Given the product [Br:25][CH2:1][C:2]1[C:11]([C:12]2[CH:17]=[CH:16][CH:15]=[CH:14][CH:13]=2)=[N:10][C:9]2[C:4](=[CH:5][CH:6]=[CH:7][CH:8]=2)[N:3]=1, predict the reactants needed to synthesize it. (4) The reactants are: [C:1]([C:3]1[CH:4]=[C:5](/[CH:10]=[CH:11]/[C:12]([OH:14])=O)[CH:6]=[CH:7][C:8]=1[F:9])#[N:2].[NH:15]1[CH2:19][CH2:18][CH2:17][C@H:16]1[CH2:20][N:21]1[CH2:26][CH2:25][CH2:24][CH2:23][CH2:22]1. Given the product [F:9][C:8]1[CH:7]=[CH:6][C:5](/[CH:10]=[CH:11]/[C:12](=[O:14])[N:15]2[CH2:19][CH2:18][CH2:17][C@H:16]2[CH2:20][N:21]2[CH2:26][CH2:25][CH2:24][CH2:23][CH2:22]2)=[CH:4][C:3]=1[C:1]#[N:2], predict the reactants needed to synthesize it.